From a dataset of Reaction yield outcomes from USPTO patents with 853,638 reactions. Predict the reaction yield, written as a fraction of the theoretical maximum amount of product (1.0 means a 100% yield; for example, 0.34 means a 34% yield). The yield is 0.580. The reactants are CI.[Cl:3][C:4]1[S:5][C:6]2[C:7]([N:19]=1)=[CH:8][C:9]1[C:10]([CH3:18])=[CH:11][C:12]([CH3:17])([CH3:16])[NH:13][C:14]=1[CH:15]=2.[C:20]([O-])([O-])=O.[K+].[K+].O. The catalyst is CN(C=O)C. The product is [Cl:3][C:4]1[S:5][C:6]2[C:7]([N:19]=1)=[CH:8][C:9]1[C:10]([CH3:18])=[CH:11][C:12]([CH3:16])([CH3:17])[N:13]([CH3:20])[C:14]=1[CH:15]=2.